This data is from Forward reaction prediction with 1.9M reactions from USPTO patents (1976-2016). The task is: Predict the product of the given reaction. (1) Given the reactants Br[C:2]1[CH:3]=[C:4]2[N:10]([CH2:11][O:12][CH2:13][CH2:14][Si:15]([CH3:18])([CH3:17])[CH3:16])[CH:9]=[N:8][C:5]2=[N:6][CH:7]=1.[B:19]1([B:19]2[O:23][C:22]([CH3:25])([CH3:24])[C:21]([CH3:27])([CH3:26])[O:20]2)[O:23][C:22]([CH3:25])([CH3:24])[C:21]([CH3:27])([CH3:26])[O:20]1.C1(P(C2CCCCC2)C2CCCCC2)CCCCC1.C([O-])(=O)C.[K+], predict the reaction product. The product is: [CH3:26][C:21]1([CH3:27])[C:22]([CH3:25])([CH3:24])[O:23][B:19]([C:2]2[CH:3]=[C:4]3[N:10]([CH2:11][O:12][CH2:13][CH2:14][Si:15]([CH3:18])([CH3:17])[CH3:16])[CH:9]=[N:8][C:5]3=[N:6][CH:7]=2)[O:20]1. (2) Given the reactants [O:1]=[C:2]1[C@H:6]([NH:7][C:8]([C:10]2[C:14]([CH3:15])=[C:13](/[CH:16]=[C:17]3\[C:18](=[O:27])[NH:19][C:20]4[C:25]\3=[CH:24][C:23]([F:26])=[CH:22][CH:21]=4)[NH:12][C:11]=2[CH3:28])=[O:9])[CH2:5][O:4][NH:3]1.[H-].[Na+].Br[CH2:32][C:33]([N:35]([CH3:37])[CH3:36])=[O:34], predict the reaction product. The product is: [CH3:36][N:35]([CH3:37])[C:33]([CH2:32][N:3]1[C:2](=[O:1])[C@H:6]([NH:7][C:8]([C:10]2[C:14]([CH3:15])=[C:13](/[CH:16]=[C:17]3\[C:18](=[O:27])[NH:19][C:20]4[C:25]\3=[CH:24][C:23]([F:26])=[CH:22][CH:21]=4)[NH:12][C:11]=2[CH3:28])=[O:9])[CH2:5][O:4]1)=[O:34]. (3) Given the reactants Cl[C:2]1[C:3]2[CH:14]=[C:13]([Cl:15])[CH:12]=[CH:11][C:4]=2[N:5]([CH3:10])[C:6](=[O:9])[CH2:7][N:8]=1.COCCOC.C([O-])([O-])=O.[Na+].[Na+].[CH3:28][O:29][C:30]1[CH:35]=[CH:34][C:33](B(O)O)=[CH:32][CH:31]=1, predict the reaction product. The product is: [Cl:15][C:13]1[CH:12]=[CH:11][C:4]2[N:5]([CH3:10])[C:6](=[O:9])[CH2:7][N:8]=[C:2]([C:33]3[CH:34]=[CH:35][C:30]([O:29][CH3:28])=[CH:31][CH:32]=3)[C:3]=2[CH:14]=1. (4) Given the reactants Cl.[CH2:2]([O:4][C:5](=[O:12])[CH2:6][C:7]([O:9][CH2:10][CH3:11])=[NH:8])[CH3:3].[OH-].[Na+], predict the reaction product. The product is: [CH2:2]([O:4][C:5](=[O:12])[CH2:6][C:7]([O:9][CH2:10][CH3:11])=[NH:8])[CH3:3]. (5) The product is: [Br:1][C:2]1[N:7]=[C:6]([CH:8]([Cl:20])[C:9]2[CH:10]=[C:11]([CH:14]=[CH:15][CH:16]=2)[C:12]#[N:13])[CH:5]=[CH:4][CH:3]=1. Given the reactants [Br:1][C:2]1[N:7]=[C:6]([CH:8](O)[C:9]2[CH:10]=[C:11]([CH:14]=[CH:15][CH:16]=2)[C:12]#[N:13])[CH:5]=[CH:4][CH:3]=1.O=S(Cl)[Cl:20], predict the reaction product.